Dataset: Full USPTO retrosynthesis dataset with 1.9M reactions from patents (1976-2016). Task: Predict the reactants needed to synthesize the given product. (1) Given the product [F:1][C:2]1[CH:7]=[C:6]([F:8])[CH:5]=[CH:4][C:3]=1[C:9]1[N:10]=[C:11]2[C:16]([CH2:17][CH3:18])=[N:15][CH:14]=[CH:13][N:12]2[C:19]=1[C:20]1[CH:25]=[CH:24][N:23]=[C:22]([S:30]([CH3:34])(=[O:32])=[O:29])[N:21]=1, predict the reactants needed to synthesize it. The reactants are: [F:1][C:2]1[CH:7]=[C:6]([F:8])[CH:5]=[CH:4][C:3]=1[C:9]1[N:10]=[C:11]2[C:16]([CH2:17][CH3:18])=[N:15][CH:14]=[CH:13][N:12]2[C:19]=1[C:20]1[CH:25]=[CH:24][N:23]=[C:22](SC)[N:21]=1.O[O:29][S:30]([O-:32])=O.[K+].[CH2:34](Cl)Cl. (2) Given the product [OH:8][N:9]1[C:15](=[O:16])[N:14]2[CH2:17][C@H:10]1[CH2:11][CH2:12][C@H:13]2[C:18]([NH:20][O:21][C@H:22]1[CH2:27][CH2:26][CH2:25][N:24]([C:28]([O:30][C:31]([CH3:34])([CH3:33])[CH3:32])=[O:29])[CH2:23]1)=[O:19], predict the reactants needed to synthesize it. The reactants are: C([O:8][N:9]1[C:15](=[O:16])[N:14]2[CH2:17][C@H:10]1[CH2:11][CH2:12][C@H:13]2[C:18]([NH:20][O:21][C@H:22]1[CH2:27][CH2:26][CH2:25][N:24]([C:28]([O:30][C:31]([CH3:34])([CH3:33])[CH3:32])=[O:29])[CH2:23]1)=[O:19])C1C=CC=CC=1.[H][H].